Dataset: B-cell epitopes from IEDB database with 3,159 antigens for binding position prediction. Task: Token-level Classification. Given an antigen amino acid sequence, predict which amino acid positions are active epitope sites capable of antibody binding. Output is a list of indices for active positions. (1) Given the antigen sequence: MSVSLHHFIISSGFLTSMFPKAVRRAVTAGVFAAPTLMSFLRCGVMASDPPLVANQVVTCPDKKSTAAVILTPTENHFTLKCPKTALTEPPTLAYSPNRQICPAGTTSSCTSKAVTLSSLIPEAEDSWWTGDSASLDTAGIKLTVPIEKFPVTTQTFVVGCIKGDDAQSCMVTVTVQARASSVVNNVARCSYGADSTLGPVKLSAEGPTTMTLVCGKDGVKVPQDNNQYCSGTTLTGCNEKSFKDILPKLTENPWQGNASSDKGATLTIKKEAFPAESKSVIIGCTGGSPEKHHCTVKLEFAGAAGSAKSAAGTASHVSIFAMVIGLIGSIAACVA, which amino acid positions are active epitope sites? The epitope positions are: [145, 146, 147, 148, 149, 150, 151, 152, 153, 154, 155, 156, 157, 158, 159, 160, 161, 162, 163]. The amino acids at these positions are: PIEKFPVTTQTFVVGCIKG. (2) The epitope positions are: [94, 95, 96, 97, 98, 99]. The amino acids at these positions are: VPRESY. Given the antigen sequence: MPPKRRLVDDADAMEDQDLYEPPASLPKLPGKFLQYTVGGSDPHPGIGHEKDIRQNAVALLDQSRRDMFHTVTPSLVFLCLLIPGLHAAFVHGGVPRESYLSTPVTRGEQTVVKTAKFYGEKTTQRDLTELEISSIFSHCCSLLIGVVIGSSSKIKAGAEQIKKRFKTMMAALNRPSHGETATLLQMFNPHEAIDWINGQPWVGSFVLSLLTTDFESPGKEFMDQIKLVASYAQMTTYTTIKEYLAECMDATLTIPVVAYEIRDFLEVSAKLKEEHADLFPFLGAIRHPDAIKLAPRSFPNLASAAFYWSKKENPTMAGYRASTIQPGASVKETQLARYRRREISRGEDGAELSGEISAIMRMIGVTGLN, which amino acid positions are active epitope sites? (3) Given the antigen sequence: MLGKCLTAGCCSQLLSLWCIVPFCFAALVNASNNSSSHLQLIYNLTLCELNGTDWLANKFDWAVESFVIFPVLTHIVSYGALTTSHFLDTVALVTVSTAGFVHGRYVLSSIYAVCALAALTCFVIRFAKNCMSWRYACTRYTNFLLDTKGGLYRWRSPVIIEKRGKVEVEGHLIDLKRVVLDGSVATPITRVSAEQWGRL, which amino acid positions are active epitope sites? The epitope positions are: [36, 37, 38, 39, 40, 41, 42, 43, 44]. The amino acids at these positions are: SHLQLIYNL. (4) Given the antigen sequence: MAALLRLAVLLPLAAPLVATLPTSPVPIAARATPHEPVFFSWDAGAVTSFPIHSSCNATQRRQIEAGLNEAVELARHAKAHILRWGNESEIYRKYFGNRPTMEAVGAYDVIVNGDKANVLFRCDNPDGNCALEGWGGHWRGANATSETVICDRSYTTRRWLVSMCSQGYTVAGSETNTFWASDLMHRLYHVPAVGQGWVDHFADGYDEVIALAKSNGTESTHDSEALQYFALEAYAFDIAAPGVGCAGESHGPDQGHDTGSASAPASTSTSSSSSGSGSGATTTPTDSPSATIDVPSNCHTHEGGQLHCT, which amino acid positions are active epitope sites? The epitope positions are: [295, 296, 297, 298, 299, 300, 301, 302, 303, 304, 305, 306, 307, 308, 309]. The amino acids at these positions are: PSNCHTHEGGQLHCT. (5) Given the antigen sequence: LSYKSICSLGCDLPQTHSLGNRRALILLAQMGRISPFSCLKDRHDFGLPQEEFDGNQFQKTQAISVLHEMIQQTFNLFSTEDSSAAWEQSLLEKFSTELYQQLNNLEACVIQEVGMEETPLMNEDSILAVRKYFQRITLYLTEKKYSPCAWEVVRAEIMRSLSFSTNLQKRLRRKD, which amino acid positions are active epitope sites? The epitope positions are: [40, 41, 42, 43, 44, 45]. The amino acids at these positions are: KDRHDF. (6) Given the antigen sequence: MSDRAAARRWGKCGHSCSRESIMVAFKGVWTQAFWKAVSAEFLATLIFVLLGVGSTINWGGSENPLPVDMVLISLCFGLSIATMVQCFGHISGGHINPAVTVAMVCTRKISIAKSVFYIIAQCLGAIIGAGILYLVTPPSVVGGLGVTTVHGNLTAGHGLLVELIITFQLVFTIFASCDSKRTDVTGSIALAIGFSVAIGHLFAINYTGASMNPARSFGPAVIMGNWANHWIYWVGPIMGAVLAGALYEYVFCPDVELKRRLKEAFSKAAQQTKGSYMEVEDNRSQVETEDLILKPGVVHVIDIDRGEEKKGKDSSGEVLSSV, which amino acid positions are active epitope sites? The epitope positions are: [302, 303, 304, 305, 306, 307, 308, 309, 310, 311, 312, 313, 314, 315, 316, 317, 318, 319]. The amino acids at these positions are: DIDRGEEKKGKDSSGEVL. (7) The epitope positions are: [384, 385, 386, 387, 388, 389, 390, 391, 392, 393, 394]. The amino acids at these positions are: VIAHELAHQWF. Given the antigen sequence: MAKGFYISKSLGILGILLGVAAVCTIIALSVVYSQEKNKNANSSPVASTTPSASATTNPASATTLDQSKAWNRYRLPNTLKPDSYRVTLRPYLTPNDRGLYVFKGSSTVRFTCKEATDVIIIHSKKLNYTLSQGHRVVLRGVGGSQPPDIDKTELVEPTEYLVVHLKGSLVKDSQYEMDSEFEGELADDLAGFYRSEYMEGNVRKVVATTQMQAADARKSFPCFDEPAMKAEFNITLIHPKDLTALSNMLPKGPSTPLPEDPNWNVTEFHTTPKMSTYLLAFIVSEFDYVEKQASNGVLIRIWARPSAIAAGHGDYALNVTGPILNFFAGHYDTPYPLPKSDQIGLPDFNAGAMENWGLVTYRENSLLFDPLSSSSSNKERVVTVIAHELAHQWFGNLVTIEWWNDLWLNEGFASYVEYLGADYAEPTWNLKDLMVLNDVYRVMAVDALASSHPLSTPASEINTPAQISELFDAISYSKGASVLRMLSSFLSEDVFKQGL..., which amino acid positions are active epitope sites? (8) Given the antigen sequence: MEDEEGPEYGKPDFVLLDQVTMEDFMRNLQLRFEKGRIYTYIGEVLVSVNPYQELPLYGPEAIARYQGRELYERPPHLYAVANAAYKAMKHRSRDTCIVISGESGAGKTEASKHIMQYIAAVTNPSQRAEVERVKDVLLKSTCVLEAFGNARTNRNHNSSRFGKYMDINFDFKGDPIGGHIHSYLLEKSRVLKQHVGERNFHAFYQLLRGSEDKQLHELHLERNPAVYNFTHQGAGLNMTVHSALDSDEQSHQAVTEAMRVIGFSPEEVESVHRILAAILHLGNIEFVETEEGGLQKEGLAVAEEALVDHVAELTATPRDLVLRSLLARTVASGGRELIEKGHTAAEASYARDACAKAVYQRLFEWVVNRINSVMEPRGRDPRRDGKDTVIGVLDIYGFEVFPVNSFEQFCINYCNEKLQQLFIQLILKQEQEEYEREGITWQSVEYFNNATIVDLVERPHRGILAVLDEACSSAGTITDRIFLQTLDMHHRHHLHYTSR..., which amino acid positions are active epitope sites? The epitope positions are: [40, 41, 42, 43, 44, 45, 46, 47, 48]. The amino acids at these positions are: YIGEVLVSV.